Dataset: Forward reaction prediction with 1.9M reactions from USPTO patents (1976-2016). Task: Predict the product of the given reaction. (1) Given the reactants [NH:1]1[CH2:7][CH2:6][CH2:5][CH2:4][CH2:3][CH2:2]1.C(N(C(C)C)CC)(C)C.[ClH:17].[N:18]1(C(=N)N)[CH:22]=[N:21]C=N1.CCOCC, predict the reaction product. The product is: [ClH:17].[N:1]1([C:22](=[NH:18])[NH2:21])[CH2:7][CH2:6][CH2:5][CH2:4][CH2:3][CH2:2]1. (2) Given the reactants S1C=CN=C1C(CN1C=CN=C1)=C[C:8]1[CH:16]=[CH:15][C:11]([C:12]([O-:14])=[O:13])=[CH:10][CH:9]=1.[OH-].[Na+], predict the reaction product. The product is: [C:12]([OH:14])(=[O:13])[C:11]1[CH:15]=[CH:16][CH:8]=[CH:9][CH:10]=1. (3) Given the reactants C([C:3]1([OH:13])[CH:10]2[CH2:11]C3CC(CC1C3)[CH2:9]2)C.ClCC(Cl)=[O:17].[CH3:19][C:20]1([OH:26])[CH2:25][CH2:24][CH2:23][CH2:22][CH2:21]1.Cl[CH2:28][CH2:29][CH2:30][CH2:31][C:32](Cl)=[O:33], predict the reaction product. The product is: [C:3]([O:13][CH2:28][CH2:29][CH2:30][CH2:31][C:32]([O:26][C:20]1([CH3:19])[CH2:25][CH2:24][CH2:23][CH2:22][CH2:21]1)=[O:33])(=[O:17])[C:10]([CH3:11])=[CH2:9]. (4) Given the reactants Cl.Cl.[NH2:3][CH2:4][CH2:5][N:6]1[C:14]2[C:13]([NH:15][C:16]3[CH:21]=[CH:20][C:19]([O:22][C:23]4[CH:28]=[CH:27][CH:26]=[C:25]([C:29]([F:32])([F:31])[F:30])[CH:24]=4)=[C:18]([Cl:33])[CH:17]=3)=[N:12][CH:11]=[N:10][C:9]=2[CH:8]=[CH:7]1.[OH:34][CH2:35][C:36]([CH3:41])([CH3:40])[C:37](O)=[O:38].Cl.C(N=C=NCCCN(C)C)C.O.ON1C2C=CC=CC=2N=N1, predict the reaction product. The product is: [ClH:33].[Cl:33][C:18]1[CH:17]=[C:16]([NH:15][C:13]2[C:14]3[N:6]([CH2:5][CH2:4][NH:3][C:35](=[O:34])[C:36]([CH3:41])([CH3:40])[CH2:37][OH:38])[CH:7]=[CH:8][C:9]=3[N:10]=[CH:11][N:12]=2)[CH:21]=[CH:20][C:19]=1[O:22][C:23]1[CH:28]=[CH:27][CH:26]=[C:25]([C:29]([F:32])([F:31])[F:30])[CH:24]=1.